This data is from Forward reaction prediction with 1.9M reactions from USPTO patents (1976-2016). The task is: Predict the product of the given reaction. (1) The product is: [CH2:1]([N:3]1[CH2:7][CH2:6][CH2:5][CH:4]1[CH2:8][N:9]1[C:10]2[CH:15]=[CH:14][C:13]([NH:16][C:17]([NH:19][C:20]3[CH:25]=[CH:24][C:23]([O:26][CH:27]([CH3:29])[CH3:28])=[CH:22][CH:21]=3)=[O:18])=[CH:12][C:11]=2[N:30]=[C:33]1[CH3:34])[CH3:2]. Given the reactants [CH2:1]([N:3]1[CH2:7][CH2:6][CH2:5][CH:4]1[CH2:8][NH:9][C:10]1[CH:15]=[CH:14][C:13]([NH:16][C:17]([NH:19][C:20]2[CH:25]=[CH:24][C:23]([O:26][CH:27]([CH3:29])[CH3:28])=[CH:22][CH:21]=2)=[O:18])=[CH:12][C:11]=1[N+:30]([O-])=O)[CH3:2].[C:33](OCC)(=O)[CH3:34].CCCCCC, predict the reaction product. (2) Given the reactants [Cl:1][C:2]1[N:7]=[C:6]([NH:8][C:9](=[O:15])[O:10][C:11]([CH3:14])([CH3:13])[CH3:12])[C:5]([CH:16]=O)=[CH:4][CH:3]=1.[OH2:18].C([O-])(=O)C.[Na+].Cl.[NH2:25]O, predict the reaction product. The product is: [Cl:1][C:2]1[N:7]=[C:6]([NH:8][C:9](=[O:15])[O:10][C:11]([CH3:14])([CH3:13])[CH3:12])[C:5]([CH:16]=[N:25][OH:18])=[CH:4][CH:3]=1. (3) Given the reactants Br.[Br:2][CH2:3][C:4]([C:6]1[N:13]2[C:9]([S:10][CH:11]=[CH:12]2)=[N:8][C:7]=1[CH3:14])=O.[CH2:15]([O:17][C:18]1[CH:23]=[CH:22][C:21]([NH:24][C:25]([NH2:27])=[S:26])=[CH:20][CH:19]=1)[CH3:16], predict the reaction product. The product is: [BrH:2].[O:17]([C:18]1[CH:23]=[CH:22][C:21]([NH:24][C:25]2[S:26][CH:3]=[C:4]([C:6]3[N:13]4[C:9]([S:10][CH:11]=[CH:12]4)=[N:8][C:7]=3[CH3:14])[N:27]=2)=[CH:20][CH:19]=1)[CH2:15][CH3:16]. (4) Given the reactants FC(F)(F)C([N:5]([CH2:19][C:20]#[CH:21])[CH:6]1[CH2:17][CH2:16][C:15]2[CH:14]=[C:13]3[C:9]([N:10]=[C:11]([NH2:18])[S:12]3)=[CH:8][C:7]1=2)=O.C([O-])([O-])=O.[K+].[K+].C(Cl)[Cl:31].CO, predict the reaction product. The product is: [ClH:31].[ClH:31].[CH2:19]([NH:5][CH:6]1[CH2:17][CH2:16][C:15]2[CH:14]=[C:13]3[C:9]([N:10]=[C:11]([NH2:18])[S:12]3)=[CH:8][C:7]1=2)[C:20]#[CH:21]. (5) The product is: [CH3:24][N:25]([CH3:29])[C:26](=[O:27])[O:21][C:17]1[CH:18]=[CH:19][CH:20]=[C:15]([CH:12]2[C:13](=[O:14])[N:9]([C:4]3[CH:5]=[CH:6][C:7]([Cl:8])=[C:2]([Cl:1])[CH:3]=3)[C:10](=[O:23])[N:11]2[CH3:22])[CH:16]=1. Given the reactants [Cl:1][C:2]1[CH:3]=[C:4]([N:9]2[C:13](=[O:14])[CH:12]([C:15]3[CH:20]=[CH:19][CH:18]=[C:17]([OH:21])[CH:16]=3)[N:11]([CH3:22])[C:10]2=[O:23])[CH:5]=[CH:6][C:7]=1[Cl:8].[CH3:24][N:25]([CH3:29])[C:26](Cl)=[O:27], predict the reaction product. (6) Given the reactants [CH3:1][O:2][C:3]1[CH:4]=[CH:5][C:6]([CH2:9][OH:10])=[CH:7][CH:8]=1.[H-].[Na+].[H][H].[CH2:15]([O:22][C:23]1[C:24](Br)=[N:25][C:26]([I:29])=[CH:27][CH:28]=1)[C:16]1[CH:21]=[CH:20][CH:19]=[CH:18][CH:17]=1, predict the reaction product. The product is: [CH2:15]([O:22][C:23]1[C:24]([O:10][CH2:9][C:6]2[CH:7]=[CH:8][C:3]([O:2][CH3:1])=[CH:4][CH:5]=2)=[N:25][C:26]([I:29])=[CH:27][CH:28]=1)[C:16]1[CH:17]=[CH:18][CH:19]=[CH:20][CH:21]=1. (7) Given the reactants ClCCCl.C[Al](C)C.[CH2:9]([SH:11])[CH3:10].[CH:12]([O:15][N:16]=[C:17]([C:27]([O:29]C)=O)[C:18]([N:22]1[CH:26]=[N:25][CH:24]=[N:23]1)=[N:19][O:20][CH3:21])([CH3:14])[CH3:13], predict the reaction product. The product is: [CH:12]([O:15][N:16]=[C:17]([C:18](=[N:19][O:20][CH3:21])[N:22]1[CH:26]=[N:25][CH:24]=[N:23]1)[C:27](=[O:29])[S:11][CH2:9][CH3:10])([CH3:13])[CH3:14].